This data is from Peptide-MHC class I binding affinity with 185,985 pairs from IEDB/IMGT. The task is: Regression. Given a peptide amino acid sequence and an MHC pseudo amino acid sequence, predict their binding affinity value. This is MHC class I binding data. (1) The peptide sequence is EISSNDNAK. The MHC is HLA-A68:01 with pseudo-sequence HLA-A68:01. The binding affinity (normalized) is 0.683. (2) The peptide sequence is VAGALVAFK. The MHC is HLA-A03:01 with pseudo-sequence HLA-A03:01. The binding affinity (normalized) is 0.647. (3) The peptide sequence is ANPDVTLV. The MHC is Mamu-A01 with pseudo-sequence Mamu-A01. The binding affinity (normalized) is 0.